Dataset: NCI-60 drug combinations with 297,098 pairs across 59 cell lines. Task: Regression. Given two drug SMILES strings and cell line genomic features, predict the synergy score measuring deviation from expected non-interaction effect. Drug 1: CC1=C2C(C(=O)C3(C(CC4C(C3C(C(C2(C)C)(CC1OC(=O)C(C(C5=CC=CC=C5)NC(=O)OC(C)(C)C)O)O)OC(=O)C6=CC=CC=C6)(CO4)OC(=O)C)OC)C)OC. Drug 2: C1CC(=O)NC(=O)C1N2C(=O)C3=CC=CC=C3C2=O. Cell line: OVCAR3. Synergy scores: CSS=64.1, Synergy_ZIP=16.3, Synergy_Bliss=16.1, Synergy_Loewe=-30.2, Synergy_HSA=10.8.